Dataset: Catalyst prediction with 721,799 reactions and 888 catalyst types from USPTO. Task: Predict which catalyst facilitates the given reaction. (1) Reactant: Br[C:2]1[CH:3]=[CH:4][C:5]([NH:8][CH2:9][CH2:10][N:11]2[CH2:16][CH2:15][C:14]([F:18])([F:17])[CH2:13][CH2:12]2)=[N:6][CH:7]=1.CC1(C)C(C)(C)OB([C:27]2[CH:32]=[CH:31][C:30]([NH:33][C:34](=[O:40])[O:35][C:36]([CH3:39])([CH3:38])[CH3:37])=[CH:29][CH:28]=2)O1.C([O-])([O-])=O.[Na+].[Na+]. Product: [F:17][C:14]1([F:18])[CH2:15][CH2:16][N:11]([CH2:10][CH2:9][NH:8][C:5]2[N:6]=[CH:7][C:2]([C:27]3[CH:28]=[CH:29][C:30]([NH:33][C:34](=[O:40])[O:35][C:36]([CH3:38])([CH3:37])[CH3:39])=[CH:31][CH:32]=3)=[CH:3][CH:4]=2)[CH2:12][CH2:13]1. The catalyst class is: 77. (2) Reactant: [N:1]1[C:10]2[C:5](=[CH:6][C:7](B(O)O)=[CH:8][CH:9]=2)[CH:4]=[CH:3][CH:2]=1.N1C=CC=CC=1.[C:20]([C:24]1[CH:28]=[C:27]([C:29]([O:31][CH2:32][CH3:33])=[O:30])[NH:26][N:25]=1)([CH3:23])([CH3:22])[CH3:21]. Product: [C:20]([C:24]1[CH:28]=[C:27]([C:29]([O:31][CH2:32][CH3:33])=[O:30])[N:26]([C:7]2[CH:6]=[C:5]3[C:10](=[CH:9][CH:8]=2)[N:1]=[CH:2][CH:3]=[CH:4]3)[N:25]=1)([CH3:23])([CH3:21])[CH3:22]. The catalyst class is: 302.